This data is from Full USPTO retrosynthesis dataset with 1.9M reactions from patents (1976-2016). The task is: Predict the reactants needed to synthesize the given product. (1) Given the product [CH2:42]([NH:45][C:46]([C@@H:48]1[C:52]([CH3:54])([CH3:53])[S:51][CH2:50][N:49]1[C:6](=[O:8])[C@@H:5]([OH:4])[C@@H:9]([NH:17][C:18](=[O:30])[C:19]1[CH:24]=[CH:23][CH:22]=[C:21]([OH:25])[C:20]=1[CH3:29])[CH2:10][C:11]1[CH:12]=[CH:13][CH:14]=[CH:15][CH:16]=1)=[O:47])[CH:43]=[CH2:44], predict the reactants needed to synthesize it. The reactants are: C([O:4][C@@H:5]([C@@H:9]([NH:17][C:18](=[O:30])[C:19]1[CH:24]=[CH:23][CH:22]=[C:21]([O:25]C(=O)C)[C:20]=1[CH3:29])[CH2:10][C:11]1[CH:16]=[CH:15][CH:14]=[CH:13][CH:12]=1)[C:6]([OH:8])=O)(=O)C.N1C=CC=CC=1.O=S(Cl)Cl.Cl.[CH2:42]([NH:45][C:46]([C@@H:48]1[C:52]([CH3:54])([CH3:53])[S:51][CH2:50][NH:49]1)=[O:47])[CH:43]=[CH2:44].C(O[C@@H]([C@@H](NC(=O)C1C=CC=C(OC(=O)C)C=1C)CC1C=CC=CC=1)C(Cl)=O)(=O)C.C(NC([C@@H]1C(C)(C)SCN1)=O)C=C.[OH-].[K+].CO.C(O[C@H](C(N1[C@H](C(=O)NCC=C)C(C)(C)SC1)=O)[C@@H](NC(C1C(C)=C(OC(=O)C)C=CC=1)=O)CC1C=CC=CC=1)(=O)C.Cl. (2) Given the product [CH:22]1([S:19]([C:13]2[CH:12]=[C:11]3[C:16]([C:17]([OH:18])=[C:8]([C:6]([NH:28][CH2:29][CH2:30][C:31]([OH:33])=[O:32])=[O:7])[N:9]=[CH:10]3)=[CH:15][CH:14]=2)(=[O:20])=[O:21])[CH2:23][CH2:24][CH2:25][CH2:26][CH2:27]1, predict the reactants needed to synthesize it. The reactants are: C(O[C:6]([C:8]1[N:9]=[CH:10][C:11]2[C:16]([C:17]=1[OH:18])=[CH:15][CH:14]=[C:13]([S:19]([CH:22]1[CH2:27][CH2:26][CH2:25][CH2:24][CH2:23]1)(=[O:21])=[O:20])[CH:12]=2)=[O:7])CCC.[NH2:28][CH2:29][CH2:30][C:31]([OH:33])=[O:32].C[O-].[Na+].CO.Cl. (3) Given the product [CH2:1]([N:3]1[C@@H:8]([CH3:9])[C:7](=[O:10])[NH:6][C:5]2[CH:11]=[C:12]([CH2:15][OH:16])[CH:13]=[N:14][C:4]1=2)[CH3:2], predict the reactants needed to synthesize it. The reactants are: [CH2:1]([N:3]1[C@@H:8]([CH3:9])[C:7](=[O:10])[NH:6][C:5]2[CH:11]=[C:12]([C:15](OC)=[O:16])[CH:13]=[N:14][C:4]1=2)[CH3:2].[H-].[Na+].[H-].[H-].[H-].[H-].[Li+].[Al+3]. (4) Given the product [OH:1][CH:2]([C:8]1[CH:9]=[CH:10][C:11]([O:14][CH2:15][C:16]2[CH:21]=[CH:20][C:19]([O:22][CH2:23]/[C:24](=[N:31]\[O:32][CH3:33])/[C:25]3[CH:26]=[CH:27][CH:28]=[CH:29][CH:30]=3)=[CH:18][CH:17]=2)=[CH:12][CH:13]=1)[CH2:3][C:4]([OH:6])=[O:5], predict the reactants needed to synthesize it. The reactants are: [OH:1][CH:2]([C:8]1[CH:13]=[CH:12][C:11]([O:14][CH2:15][C:16]2[CH:21]=[CH:20][C:19]([O:22][CH2:23]/[C:24](=[N:31]\[O:32][CH3:33])/[C:25]3[CH:30]=[CH:29][CH:28]=[CH:27][CH:26]=3)=[CH:18][CH:17]=2)=[CH:10][CH:9]=1)[CH2:3][C:4]([O:6]C)=[O:5].C1COCC1.C(O)C.[OH-].[Na+]. (5) Given the product [F:39][C:38]([F:41])([F:40])[S:35]([O:26][C:23]1[CH2:22][C@H:21]([CH3:27])[N:20]([C:18]([CH:13]2[CH2:17][CH2:16][CH2:15][CH2:14]2)=[O:19])[CH2:25][CH:24]=1)(=[O:37])=[O:36], predict the reactants needed to synthesize it. The reactants are: [Li]CCCC.C(NC(C)C)(C)C.[CH:13]1([C:18]([N:20]2[CH2:25][CH2:24][C:23](=[O:26])[CH2:22][C@@H:21]2[CH3:27])=[O:19])[CH2:17][CH2:16][CH2:15][CH2:14]1.C1C=CC(N([S:35]([C:38]([F:41])([F:40])[F:39])(=[O:37])=[O:36])[S:35]([C:38]([F:41])([F:40])[F:39])(=[O:37])=[O:36])=CC=1. (6) Given the product [F:1][C:2]1[CH:7]=[C:6]([NH:8][CH:9]([CH3:11])[CH3:10])[C:5]([NH2:12])=[CH:4][CH:3]=1, predict the reactants needed to synthesize it. The reactants are: [F:1][C:2]1[CH:3]=[CH:4][C:5]([N+:12]([O-])=O)=[C:6]([NH:8][CH:9]([CH3:11])[CH3:10])[CH:7]=1. (7) The reactants are: [CH3:1][N:2]1[C:7](=[O:8])[CH:6]([C:9]2[CH:16]=[CH:15][C:12]([C:13]#[N:14])=[CH:11][CH:10]=2)[N:5]2[CH:17]=[N:18][CH:19]=[C:4]2[CH2:3]1.O(CC)CC.[ClH:25]. Given the product [ClH:25].[CH3:1][N:2]1[C:7](=[O:8])[CH:6]([C:9]2[CH:16]=[CH:15][C:12]([C:13]#[N:14])=[CH:11][CH:10]=2)[N:5]2[CH:17]=[N:18][CH:19]=[C:4]2[CH2:3]1, predict the reactants needed to synthesize it.